Dataset: Reaction yield outcomes from USPTO patents with 853,638 reactions. Task: Predict the reaction yield, written as a fraction of the theoretical maximum amount of product (1.0 means a 100% yield; for example, 0.34 means a 34% yield). The reactants are [NH2:1][C:2]1[C:3]([C:8]([OH:10])=O)=[N:4][CH:5]=[CH:6][CH:7]=1.[O:11]1[CH2:16][CH2:15][CH:14]([CH2:17][NH2:18])[CH2:13][CH2:12]1. No catalyst specified. The product is [NH2:1][C:2]1[C:3]([C:8]([NH:18][CH2:17][CH:14]2[CH2:15][CH2:16][O:11][CH2:12][CH2:13]2)=[O:10])=[N:4][CH:5]=[CH:6][CH:7]=1. The yield is 0.650.